Dataset: Forward reaction prediction with 1.9M reactions from USPTO patents (1976-2016). Task: Predict the product of the given reaction. (1) Given the reactants [C:1]1([CH3:10])[CH:6]=[CH:5][C:4](B(O)O)=[CH:3][CH:2]=1.Cl[C:12]1[C:21]2[C:16](=[CH:17][CH:18]=[CH:19][CH:20]=2)[CH:15]=[CH:14][N:13]=1.C(=O)([O-])[O-].[Na+].[Na+].N1C=CC=CC=1, predict the reaction product. The product is: [C:1]1([CH3:10])[CH:6]=[CH:5][C:4]([C:12]2[C:21]3[C:16](=[CH:17][CH:18]=[CH:19][CH:20]=3)[CH:15]=[CH:14][N:13]=2)=[CH:3][CH:2]=1. (2) Given the reactants [CH3:1][C:2]1[CH:7]=[CH:6][C:5]([C:8]2[N:12]=[C:11]([N:13]3[CH2:17][CH2:16][C@H:15]([NH:18]C(=O)OC(C)(C)C)[CH2:14]3)[O:10][N:9]=2)=[CH:4][CH:3]=1.FC(F)(F)C(O)=O, predict the reaction product. The product is: [CH3:1][C:2]1[CH:7]=[CH:6][C:5]([C:8]2[N:12]=[C:11]([N:13]3[CH2:17][CH2:16][C@H:15]([NH2:18])[CH2:14]3)[O:10][N:9]=2)=[CH:4][CH:3]=1. (3) The product is: [C:1]1([C:12]2[CH:13]=[CH:14][CH:15]=[CH:16][CH:10]=2)[CH:6]=[CH:5][CH:4]=[CH:3][CH:2]=1. Given the reactants [C:1]1([Mg]Br)[CH:6]=[CH:5][CH:4]=[CH:3][CH:2]=1.Br[CH:10]1[CH2:16][CH2:15][CH2:14][CH2:13][CH2:12]C1.[NH4+].[Cl-], predict the reaction product. (4) Given the reactants [CH:1]1([C@@H:7]([NH:9][C:10]([C:12]2[C:21]3[C:16](=[CH:17][CH:18]=[C:19]([F:22])[CH:20]=3)[N:15]=[C:14]([C:23]3[CH:28]=[C:27]([F:29])[CH:26]=[C:25]([F:30])[CH:24]=3)[C:13]=2[CH2:31][N:32]2[CH2:37][CH2:36][NH:35][C:34](=[O:38])[CH2:33]2)=[O:11])[CH3:8])[CH2:6][CH2:5][CH2:4][CH2:3][CH2:2]1.[H-].[Na+].C([O:43][C:44](=[O:47])[CH2:45]I)C, predict the reaction product. The product is: [CH:1]1([C@@H:7]([NH:9][C:10]([C:12]2[C:21]3[C:16](=[CH:17][CH:18]=[C:19]([F:22])[CH:20]=3)[N:15]=[C:14]([C:23]3[CH:24]=[C:25]([F:30])[CH:26]=[C:27]([F:29])[CH:28]=3)[C:13]=2[CH2:31][N:32]2[CH2:37][CH2:36][N:35]([CH2:45][C:44]([OH:47])=[O:43])[C:34](=[O:38])[CH2:33]2)=[O:11])[CH3:8])[CH2:6][CH2:5][CH2:4][CH2:3][CH2:2]1. (5) Given the reactants [C:1]([O:5][C:6]([N:8]1[CH2:13][CH2:12][CH2:11][CH:10]([C:14]2[CH:19]=[CH:18][CH:17]=[CH:16][CH:15]=2)[CH:9]1[C:20](O)=[O:21])=[O:7])([CH3:4])([CH3:3])[CH3:2].[CH2:23]([NH2:30])[C:24]1[CH:29]=[CH:28][CH:27]=[CH:26][CH:25]=1.ON1C2C=CC=CC=2N=N1.Cl.CN(C)CCCN=C=NCC.C(N(C(C)C)CC)(C)C, predict the reaction product. The product is: [CH2:23]([NH:30][C:20]([CH:9]1[CH:10]([C:14]2[CH:15]=[CH:16][CH:17]=[CH:18][CH:19]=2)[CH2:11][CH2:12][CH2:13][N:8]1[C:6]([O:5][C:1]([CH3:2])([CH3:3])[CH3:4])=[O:7])=[O:21])[C:24]1[CH:29]=[CH:28][CH:27]=[CH:26][CH:25]=1.